This data is from Full USPTO retrosynthesis dataset with 1.9M reactions from patents (1976-2016). The task is: Predict the reactants needed to synthesize the given product. (1) Given the product [CH3:19][O:18][CH2:17][O:16][C:13]1[CH:12]=[C:11]([O:20][CH2:21][O:22][CH3:23])[CH:10]=[CH:33][C:34]=1[S:29][C:30]1([OH:37])[CH2:31][CH2:32][O:35][CH2:4][CH2:3]1, predict the reactants needed to synthesize it. The reactants are: CN(C)[CH2:3][CH2:4]N(C)C.Br[C:10]1C=C[C:13]([O:16][CH2:17][O:18][CH3:19])=[CH:12][C:11]=1[O:20][CH2:21][O:22][CH3:23].C([Li])CCC.[S:29]1[CH2:34][CH2:33][C:32](=[O:35])[CH2:31][CH2:30]1.Cl.[O:37]1CCCC1. (2) Given the product [CH3:11][C:3]1[CH:4]=[CH:5][C:6]([N+:8]([O-:10])=[O:9])=[CH:7][C:2]=1[C:18]1[CH:19]=[N:20][CH:21]=[CH:22][CH:23]=1, predict the reactants needed to synthesize it. The reactants are: Br[C:2]1[CH:7]=[C:6]([N+:8]([O-:10])=[O:9])[CH:5]=[CH:4][C:3]=1[CH3:11].B1([C:18]2[CH:23]=[CH:22][CH:21]=[N:20][CH:19]=2)OCCCO1.C([O-])([O-])=O.[Na+].[Na+]. (3) Given the product [Cl:20][C:5]1[C:6]([NH:8][C@@H:9]2[CH2:14][CH2:13][CH2:12][CH2:11][C@H:10]2[NH:15][S:16]([CH3:19])(=[O:18])=[O:17])=[N:7][C:2]([NH:42][C:24]2[C:23]([O:22][CH3:21])=[CH:41][C:27]3[CH2:28][CH2:29][N:30]([CH2:33][CH2:34][N:35]4[CH2:40][CH2:39][O:38][CH2:37][CH2:36]4)[CH2:31][CH2:32][C:26]=3[CH:25]=2)=[N:3][CH:4]=1, predict the reactants needed to synthesize it. The reactants are: Cl[C:2]1[N:7]=[C:6]([NH:8][C@@H:9]2[CH2:14][CH2:13][CH2:12][CH2:11][C@H:10]2[NH:15][S:16]([CH3:19])(=[O:18])=[O:17])[C:5]([Cl:20])=[CH:4][N:3]=1.[CH3:21][O:22][C:23]1[C:24]([NH2:42])=[CH:25][C:26]2[CH2:32][CH2:31][N:30]([CH2:33][CH2:34][N:35]3[CH2:40][CH2:39][O:38][CH2:37][CH2:36]3)[CH2:29][CH2:28][C:27]=2[CH:41]=1.